From a dataset of Forward reaction prediction with 1.9M reactions from USPTO patents (1976-2016). Predict the product of the given reaction. (1) The product is: [CH3:1][C:2]1([CH3:13])[CH:4]2[CH2:5][C:6]3[C:10]([CH:3]12)=[N:9][NH:8][C:7]=3[C:11]1[N:14]=[N:15][NH:16][N:12]=1. Given the reactants [CH3:1][C:2]1([CH3:13])[CH:4]2[CH2:5][C:6]3[C:10]([CH:3]12)=[N:9][NH:8][C:7]=3[C:11]#[N:12].[N-:14]=[N+:15]=[N-:16].[Na+].Cl, predict the reaction product. (2) Given the reactants [NH2:1][C:2]1[N:3]=[N:4][C:5]([Cl:8])=[CH:6][CH:7]=1.C(N(CC)CC)C.Cl[C:17](=[O:22])[C:18]([O:20][CH3:21])=[O:19].O, predict the reaction product. The product is: [Cl:8][C:5]1[N:4]=[N:3][C:2]([NH:1][C:17](=[O:22])[C:18]([O:20][CH3:21])=[O:19])=[CH:7][CH:6]=1.